Dataset: Full USPTO retrosynthesis dataset with 1.9M reactions from patents (1976-2016). Task: Predict the reactants needed to synthesize the given product. (1) Given the product [F:1][C:2]1[CH:3]=[C:4]([CH:28]=[CH:29][C:30]=1[F:31])[C:5]([N:7]1[CH2:20][C:19]([CH3:22])([CH3:21])[C:18]2[C:17]3[CH:16]=[CH:15][CH:14]=[CH:13][C:12]=3[NH:11][C:10]=2[C:9]([C:23]([O:25][CH:26]([CH3:32])[CH3:27])=[O:24])=[CH:8]1)=[O:6], predict the reactants needed to synthesize it. The reactants are: [F:1][C:2]1[CH:3]=[C:4]([CH:28]=[CH:29][C:30]=1[F:31])[C:5]([N:7]1[CH2:20][C:19]([CH3:22])([CH3:21])[C:18]2[C:17]3[CH:16]=[CH:15][CH:14]=[CH:13][C:12]=3[NH:11][C:10]=2[CH:9]([C:23]([O:25][CH2:26][CH3:27])=[O:24])[CH2:8]1)=[O:6].[CH:32]1N=CN(C(N2C=NC=C2)=O)C=1. (2) Given the product [CH2:1]([C:3]1[C:8]([C:9]#[C:10][C:11]2[CH:12]=[N:13][C:14]([NH:17][CH3:18])=[CH:15][CH:16]=2)=[C:7]([C:19]2[CH:27]=[CH:26][C:22]([C:23]([N:33]3[CH2:34][CH2:35][N:30]([CH3:29])[CH2:31][CH2:32]3)=[O:24])=[C:21]([F:28])[CH:20]=2)[CH:6]=[CH:5][N:4]=1)[CH3:2], predict the reactants needed to synthesize it. The reactants are: [CH2:1]([C:3]1[C:8]([C:9]#[C:10][C:11]2[CH:12]=[N:13][C:14]([NH:17][CH3:18])=[CH:15][CH:16]=2)=[C:7]([C:19]2[CH:27]=[CH:26][C:22]([C:23](O)=[O:24])=[C:21]([F:28])[CH:20]=2)[CH:6]=[CH:5][N:4]=1)[CH3:2].[CH3:29][N:30]1[CH2:35][CH2:34][NH:33][CH2:32][CH2:31]1.CN(C(ON1N=NC2C=CC=NC1=2)=[N+](C)C)C.F[P-](F)(F)(F)(F)F.CCN(C(C)C)C(C)C. (3) Given the product [Cl:6][C:7]1[C:16]([O:17][CH3:18])=[N:15][C:14]2[C:13]([CH:23]=[O:24])=[C:12]([F:19])[CH:11]=[CH:10][C:9]=2[N:8]=1, predict the reactants needed to synthesize it. The reactants are: [Li]CCCC.[Cl:6][C:7]1[C:16]([O:17][CH3:18])=[N:15][C:14]2[C:9](=[CH:10][CH:11]=[C:12]([F:19])[CH:13]=2)[N:8]=1.CN([CH:23]=[O:24])C.Cl. (4) Given the product [Br:1][C:2]1[C:10]2[C:9]([O:18][CH2:19][C@H:20]([CH3:31])[O:21][CH2:22][CH2:23][C:24]([O:26][C:27]([CH3:30])([CH3:29])[CH3:28])=[O:25])=[N:8][CH:7]=[N:6][C:5]=2[O:4][C:3]=1[C:12]1[CH:17]=[CH:16][CH:15]=[CH:14][CH:13]=1, predict the reactants needed to synthesize it. The reactants are: [Br:1][C:2]1[C:10]2[C:9](Cl)=[N:8][CH:7]=[N:6][C:5]=2[O:4][C:3]=1[C:12]1[CH:17]=[CH:16][CH:15]=[CH:14][CH:13]=1.[OH:18][CH2:19][C@H:20]([CH3:31])[O:21][CH2:22][CH2:23][C:24]([O:26][C:27]([CH3:30])([CH3:29])[CH3:28])=[O:25]. (5) Given the product [CH3:21][O:22][N:23]=[C:11]([C@@H:9]1[CH2:10][C@H:8]1[C:3]1[CH:4]=[CH:5][CH:6]=[CH:7][C:2]=1[Cl:1])[CH3:12], predict the reactants needed to synthesize it. The reactants are: [Cl:1][C:2]1[CH:7]=[CH:6][CH:5]=[CH:4][C:3]=1[C@@H:8]1[CH2:10][C@H:9]1[C:11](=O)[CH3:12].N1C=CC=CC=1.Cl.[CH3:21][O:22][NH2:23]. (6) Given the product [CH2:27]([O:26][P:25]([C:2]1[CH:7]=[CH:6][C:5]([C:8]2[N:13]=[CH:12][C:11]([C:14]([NH:17][C:18](=[O:24])[O:19][C:20]([CH3:23])([CH3:22])[CH3:21])([CH3:16])[CH3:15])=[CH:10][CH:9]=2)=[CH:4][CH:3]=1)([O:29][CH2:30][CH3:31])=[O:32])[CH3:28], predict the reactants needed to synthesize it. The reactants are: Br[C:2]1[CH:7]=[CH:6][C:5]([C:8]2[N:13]=[CH:12][C:11]([C:14]([NH:17][C:18](=[O:24])[O:19][C:20]([CH3:23])([CH3:22])[CH3:21])([CH3:16])[CH3:15])=[CH:10][CH:9]=2)=[CH:4][CH:3]=1.[PH:25](=[O:32])([O:29][CH2:30][CH3:31])[O:26][CH2:27][CH3:28].CCN(CC)CC. (7) Given the product [CH:31]1([CH2:30][O:29][C:22]2[CH:23]=[CH:24][C:25]([O:27][CH3:28])=[CH:26][C:21]=2[C:20]2[C:15]3[NH:14][C:13]([CH3:34])=[C:12]([C:10]([NH:9][C@H:6]4[CH2:7][CH2:8][C@@H:3]([NH:2][C:35](=[O:38])[CH2:36][CH3:37])[CH2:4][CH2:5]4)=[O:11])[C:16]=3[N:17]=[CH:18][N:19]=2)[CH2:32][CH2:33]1, predict the reactants needed to synthesize it. The reactants are: Cl.[NH2:2][C@@H:3]1[CH2:8][CH2:7][C@H:6]([NH:9][C:10]([C:12]2[C:16]3[N:17]=[CH:18][N:19]=[C:20]([C:21]4[CH:26]=[C:25]([O:27][CH3:28])[CH:24]=[CH:23][C:22]=4[O:29][CH2:30][CH:31]4[CH2:33][CH2:32]4)[C:15]=3[NH:14][C:13]=2[CH3:34])=[O:11])[CH2:5][CH2:4]1.[C:35](Cl)(=[O:38])[CH2:36][CH3:37].